This data is from Catalyst prediction with 721,799 reactions and 888 catalyst types from USPTO. The task is: Predict which catalyst facilitates the given reaction. Reactant: C1(C)C=CC(S(O)(=O)=O)=CC=1.[NH2:12][C@H:13]1[CH2:18][CH2:17][N:16]([C:19]([O:21][C:22]([CH3:25])([CH3:24])[CH3:23])=[O:20])[CH2:15][C@H:14]1[C:26]1[CH:31]=[CH:30][C:29]([Cl:32])=[C:28]([Cl:33])[CH:27]=1.C(N(CC)CC)C.[Cl:41][C:42]1[CH:50]=[CH:49][C:45]([C:46](Cl)=[O:47])=[CH:44][CH:43]=1.O. Product: [Cl:41][C:42]1[CH:50]=[CH:49][C:45]([C:46]([NH:12][C@H:13]2[CH2:18][CH2:17][N:16]([C:19]([O:21][C:22]([CH3:25])([CH3:23])[CH3:24])=[O:20])[CH2:15][C@H:14]2[C:26]2[CH:31]=[CH:30][C:29]([Cl:32])=[C:28]([Cl:33])[CH:27]=2)=[O:47])=[CH:44][CH:43]=1. The catalyst class is: 10.